From a dataset of M1 muscarinic receptor agonist screen with 61,833 compounds. Binary Classification. Given a drug SMILES string, predict its activity (active/inactive) in a high-throughput screening assay against a specified biological target. (1) The drug is o1c2c(C(N(C2=O)c2ncccc2)c2cc(OC)c(OC)cc2)c(=O)c2c1cccc2. The result is 0 (inactive). (2) The molecule is Clc1ccc(Cn2c3ncccc3c(=O)n(c2=O)c2ncccc2C(OC)=O)cc1. The result is 0 (inactive). (3) The molecule is O=C(NCc1ccccc1)CCNNC(=O)c1ccncc1. The result is 0 (inactive). (4) The drug is S(=O)(=O)(Nc1noc(c1)C)c1ccc(NC(NC(=O)CC)(C(F)(F)F)C(OCC)=O)cc1. The result is 0 (inactive). (5) The molecule is O(c1c(C(C)C)ccc(c1)C)Cc1onc(n1)c1nonc1N. The result is 0 (inactive). (6) The drug is Brc1ccc(NC(=O)CSc2ncccc2)nc1. The result is 0 (inactive). (7) The drug is S(=O)(=O)(N)c1ccc(CCNC(=O)c2cc(NC(=O)C(C)C)ccc2)cc1. The result is 0 (inactive). (8) The compound is S(Cc1nc(Nc2ccccc2)nc(n1)N)c1nc([nH]n1)c1ccccc1. The result is 1 (active).